The task is: Predict the reactants needed to synthesize the given product.. This data is from Full USPTO retrosynthesis dataset with 1.9M reactions from patents (1976-2016). (1) Given the product [F:17][C:12]1([F:18])[O:11][C:10]2[CH:19]=[CH:20][C:7]([CH:22]([OH:24])[CH:3]([CH3:2])[CH3:4])=[C:8]([CH3:21])[C:9]=2[O:14][C:13]1([F:16])[F:15], predict the reactants needed to synthesize it. The reactants are: C([Li])[CH2:2][CH2:3][CH3:4].Br[C:7]1[CH:20]=[CH:19][C:10]2[O:11][C:12]([F:18])([F:17])[C:13]([F:16])([F:15])[O:14][C:9]=2[C:8]=1[CH3:21].[CH2:22]([O:24]CC)C.Cl. (2) Given the product [CH3:17][N:18]([CH2:2][CH:3]1[O:8][C:7]2[CH:9]=[C:10]([S:13]([CH3:16])(=[O:15])=[O:14])[CH:11]=[CH:12][C:6]=2[CH2:5][O:4]1)[CH2:19][CH3:20], predict the reactants needed to synthesize it. The reactants are: Br[CH2:2][CH:3]1[O:8][C:7]2[CH:9]=[C:10]([S:13]([CH3:16])(=[O:15])=[O:14])[CH:11]=[CH:12][C:6]=2[CH2:5][O:4]1.[CH3:17][NH:18][CH2:19][CH3:20]. (3) Given the product [Br:1][C:2]1[CH:7]=[CH:6][C:5]([CH:8]([OH:13])[C:9]([F:11])([F:12])[F:10])=[CH:4][CH:3]=1, predict the reactants needed to synthesize it. The reactants are: [Br:1][C:2]1[CH:7]=[CH:6][C:5]([C:8](=[O:13])[C:9]([F:12])([F:11])[F:10])=[CH:4][CH:3]=1.[BH4-].[Na+].[Cl-].[NH4+]. (4) Given the product [CH:21]([CH:16]1[C:17](=[O:20])[CH2:18][CH2:19][N:14]([CH2:13][C:7]2[CH:6]=[C:5]([CH2:4][C:3]([OH:34])=[O:2])[CH:10]=[CH:9][C:8]=2[O:11][CH3:12])[CH2:15]1)([C:28]1[CH:29]=[CH:30][CH:31]=[CH:32][CH:33]=1)[C:22]1[CH:23]=[CH:24][CH:25]=[CH:26][CH:27]=1, predict the reactants needed to synthesize it. The reactants are: C[O:2][C:3](=[O:34])[CH2:4][C:5]1[CH:10]=[CH:9][C:8]([O:11][CH3:12])=[C:7]([CH2:13][N:14]2[CH2:19][CH2:18][C:17](=[O:20])[CH:16]([CH:21]([C:28]3[CH:33]=[CH:32][CH:31]=[CH:30][CH:29]=3)[C:22]3[CH:27]=[CH:26][CH:25]=[CH:24][CH:23]=3)[CH2:15]2)[CH:6]=1.[OH-].[Na+]. (5) Given the product [Br:19][C:20]1[CH:21]=[C:22]([CH:23]=[CH:24][CH:25]=1)[O:26][C:2]1[CH:3]=[C:4]([S:10][C:11]2[CH:16]=[CH:15][CH:14]=[C:13]([O:17][CH3:18])[CH:12]=2)[C:5]([C:8]#[N:9])=[N:6][CH:7]=1, predict the reactants needed to synthesize it. The reactants are: Br[C:2]1[CH:3]=[C:4]([S:10][C:11]2[CH:16]=[CH:15][CH:14]=[C:13]([O:17][CH3:18])[CH:12]=2)[C:5]([C:8]#[N:9])=[N:6][CH:7]=1.[Br:19][C:20]1[CH:21]=[C:22]([OH:26])[CH:23]=[CH:24][CH:25]=1.CN(C=O)C.[H-].[Na+]. (6) Given the product [CH3:11][C:1]1([CH2:2][OH:3])[CH2:7][CH2:6][CH:5]([CH2:4][OH:13])[C:8]1([CH3:10])[CH3:9], predict the reactants needed to synthesize it. The reactants are: [C:1]12([CH3:11])[C:8]([CH3:10])([CH3:9])[CH:5]([CH2:6][CH2:7]1)[CH2:4][C:2]2=[O:3].[N+]([O-])(O)=[O:13].[H-].[Al+3].[Li+].[H-].[H-].[H-]. (7) The reactants are: [N:1]([CH2:4][C:5]1[CH:6]=[N:7][CH:8]=[C:9]([Br:11])[CH:10]=1)=[N+]=[N-].O.C1C=CC(P(C2C=CC=CC=2)C2C=CC=CC=2)=CC=1. Given the product [Br:11][C:9]1[CH:10]=[C:5]([CH2:4][NH2:1])[CH:6]=[N:7][CH:8]=1, predict the reactants needed to synthesize it.